Dataset: Full USPTO retrosynthesis dataset with 1.9M reactions from patents (1976-2016). Task: Predict the reactants needed to synthesize the given product. Given the product [NH2:33][C:23]1[CH:24]=[CH:25][C:26]([C:28]2[S:29][CH:30]=[CH:31][CH:32]=2)=[CH:27][C:22]=1[NH:21][C:19](=[O:20])/[CH:18]=[CH:17]/[C:14]1[CH:15]=[N:16][C:11]([C:5]2[CH:6]=[CH:7][C:8]([O:9][CH3:10])=[C:3]([O:2][CH3:1])[CH:4]=2)=[CH:12][CH:13]=1, predict the reactants needed to synthesize it. The reactants are: [CH3:1][O:2][C:3]1[CH:4]=[C:5]([C:11]2[N:16]=[CH:15][C:14](/[CH:17]=[CH:18]/[C:19]([NH:21][C:22]3[CH:27]=[C:26]([C:28]4[S:29][CH:30]=[CH:31][CH:32]=4)[CH:25]=[CH:24][C:23]=3[NH:33]C(=O)OC(C)(C)C)=[O:20])=[CH:13][CH:12]=2)[CH:6]=[CH:7][C:8]=1[O:9][CH3:10].FC(F)(F)C(O)=O.